Dataset: Full USPTO retrosynthesis dataset with 1.9M reactions from patents (1976-2016). Task: Predict the reactants needed to synthesize the given product. Given the product [CH2:23]([N:5]1[C:6]([C:7]([O:9][CH3:10])=[O:8])=[C:2]([Br:1])[C:3]([O:11][CH2:12][C@@H:13]([NH:15][C:16]([O:18][C:19]([CH3:21])([CH3:20])[CH3:22])=[O:17])[CH3:14])=[N:4]1)[C:24]1[CH:29]=[CH:28][CH:27]=[CH:26][CH:25]=1, predict the reactants needed to synthesize it. The reactants are: [Br:1][C:2]1[C:3]([O:11][CH2:12][C@@H:13]([NH:15][C:16]([O:18][C:19]([CH3:22])([CH3:21])[CH3:20])=[O:17])[CH3:14])=[N:4][NH:5][C:6]=1[C:7]([O:9][CH3:10])=[O:8].[CH2:23](Br)[C:24]1[CH:29]=[CH:28][CH:27]=[CH:26][CH:25]=1.